Dataset: Full USPTO retrosynthesis dataset with 1.9M reactions from patents (1976-2016). Task: Predict the reactants needed to synthesize the given product. (1) Given the product [CH3:67][C:64]1[N:63]=[C:62]([NH:61][C:49]([C:34]2([CH2:33][NH:32][C:30](=[O:31])[O:29][C:25]([CH3:28])([CH3:27])[CH3:26])[CH2:39][CH2:38][N:37]([C:40]3[C:41]4[CH:48]=[CH:47][NH:46][C:42]=4[N:43]=[CH:44][N:45]=3)[CH2:36][CH2:35]2)=[O:51])[S:66][N:65]=1, predict the reactants needed to synthesize it. The reactants are: CN(C(ON1N=NC2C=CC=NC1=2)=[N+](C)C)C.F[P-](F)(F)(F)(F)F.[C:25]([O:29][C:30]([NH:32][CH2:33][C:34]1([C:49]([OH:51])=O)[CH2:39][CH2:38][N:37]([C:40]2[C:41]3[CH:48]=[CH:47][NH:46][C:42]=3[N:43]=[CH:44][N:45]=2)[CH2:36][CH2:35]1)=[O:31])([CH3:28])([CH3:27])[CH3:26].CCN(C(C)C)C(C)C.[NH2:61][C:62]1[S:66][N:65]=[C:64]([CH3:67])[N:63]=1. (2) Given the product [OH:8][C:5]1[C:4]2[C:9]3[CH:15]=[CH:14][C:13]([C:16]([F:19])([F:18])[F:17])=[CH:12][C:10]=3[S:11][C:3]=2[C:2]([C:20]#[N:21])=[CH:7][N:6]=1, predict the reactants needed to synthesize it. The reactants are: Br[C:2]1[C:3]2[S:11][C:10]3[CH:12]=[C:13]([C:16]([F:19])([F:18])[F:17])[CH:14]=[CH:15][C:9]=3[C:4]=2[C:5]([OH:8])=[N:6][CH:7]=1.[C:20]([Cu])#[N:21].Cl. (3) Given the product [Br-:11].[F:1][C:2]([F:20])([C:16]([F:19])([F:18])[F:17])[C:3]([F:15])([F:14])[C:4]([F:13])([F:12])[C:5]1[CH:10]=[CH:9][C:8]([S+:27]([C:29]2[CH:30]=[CH:31][CH:32]=[CH:33][CH:34]=2)[C:21]2[CH:26]=[CH:25][CH:24]=[CH:23][CH:22]=2)=[CH:7][CH:6]=1, predict the reactants needed to synthesize it. The reactants are: [F:1][C:2]([F:20])([C:16]([F:19])([F:18])[F:17])[C:3]([F:15])([F:14])[C:4]([F:13])([F:12])[C:5]1[CH:10]=[CH:9][C:8]([Br:11])=[CH:7][CH:6]=1.[C:21]1([S:27]([C:29]2[CH:34]=[CH:33][CH:32]=[CH:31][CH:30]=2)=O)[CH:26]=[CH:25][CH:24]=[CH:23][CH:22]=1.C[Si](Cl)(C)C.Br. (4) Given the product [CH3:27][S:28]([C:31]1[CH:37]=[CH:36][C:34]([NH:35][C:18]([C:4]2[C:5]([CH3:17])=[C:6]([C:7]3[CH:12]=[CH:11][CH:10]=[CH:9][C:8]=3[C:13]([F:16])([F:15])[F:14])[N:2]([CH3:1])[N:3]=2)=[O:19])=[CH:33][CH:32]=1)(=[O:29])=[O:30], predict the reactants needed to synthesize it. The reactants are: [CH3:1][N:2]1[C:6]([C:7]2[CH:12]=[CH:11][CH:10]=[CH:9][C:8]=2[C:13]([F:16])([F:15])[F:14])=[C:5]([CH3:17])[C:4]([C:18](O)=[O:19])=[N:3]1.C(Cl)(=O)C(Cl)=O.[CH3:27][S:28]([C:31]1[CH:37]=[CH:36][C:34]([NH2:35])=[CH:33][CH:32]=1)(=[O:30])=[O:29].C(N(C(C)C)CC)(C)C. (5) Given the product [CH3:1][O:2][C:3]([C:5]1[CH:14]=[C:13]2[C:8]([CH:9]=[CH:10][N:11]([CH2:24][C:23]3[CH:22]=[CH:21][C:20]([S:17]([CH3:16])(=[O:19])=[O:18])=[CH:27][CH:26]=3)[C:12]2=[O:15])=[CH:7][CH:6]=1)=[O:4], predict the reactants needed to synthesize it. The reactants are: [CH3:1][O:2][C:3]([C:5]1[CH:14]=[C:13]2[C:8]([CH:9]=[CH:10][NH:11][C:12]2=[O:15])=[CH:7][CH:6]=1)=[O:4].[CH3:16][S:17]([C:20]1[CH:27]=[CH:26][C:23]([CH2:24]Cl)=[CH:22][CH:21]=1)(=[O:19])=[O:18]. (6) Given the product [Cl:1][C:2]1[C:7]([C:8]([F:11])([F:9])[F:10])=[CH:6][CH:5]=[CH:4][C:3]=1[C:12]([N:14]1[CH2:19][CH2:18][N:17]([CH2:20][CH2:21][O:24][CH3:23])[C:16](=[O:22])[CH2:15]1)=[O:13], predict the reactants needed to synthesize it. The reactants are: [Cl:1][C:2]1[C:7]([C:8]([F:11])([F:10])[F:9])=[CH:6][CH:5]=[CH:4][C:3]=1[C:12]([N:14]1[CH2:19][CH2:18][N:17]([CH2:20][CH3:21])[C:16](=[O:22])[CH2:15]1)=[O:13].[CH3:23][O:24]CCBr.